From a dataset of Catalyst prediction with 721,799 reactions and 888 catalyst types from USPTO. Predict which catalyst facilitates the given reaction. (1) Reactant: [NH2:1][CH:2](C(OCC1C=CC=CC=1)=O)[CH2:3][CH2:4][CH2:5][C@H:6]([NH:22][C:23](=[O:29])[O:24][C:25]([CH3:28])([CH3:27])[CH3:26])[C:7]1[NH:8][C:9]([C:12]2[CH:21]=[CH:20][C:19]3[C:14](=[CH:15][CH:16]=[CH:17][CH:18]=3)[CH:13]=2)=[CH:10][N:11]=1. Product: [NH2:1][CH2:2][CH2:3][CH2:4][CH2:5][C@H:6]([NH:22][C:23](=[O:29])[O:24][C:25]([CH3:27])([CH3:26])[CH3:28])[C:7]1[NH:8][C:9]([C:12]2[CH:21]=[CH:20][C:19]3[C:14](=[CH:15][CH:16]=[CH:17][CH:18]=3)[CH:13]=2)=[CH:10][N:11]=1. The catalyst class is: 19. (2) Reactant: [C:1]([O:5][C:6]([N:8]1[C:16]2[C:11](=[C:12]([CH3:17])[CH:13]=[CH:14][CH:15]=2)[CH:10]=[CH:9]1)=[O:7])([CH3:4])([CH3:3])[CH3:2].[B:18](OC(C)C)([O:23]C(C)C)[O:19]C(C)C.C(NC(C)C)(C)C.[Li].Cl. Product: [C:1]([O:5][C:6]([N:8]1[C:16]2[C:11](=[C:12]([CH3:17])[CH:13]=[CH:14][CH:15]=2)[CH:10]=[C:9]1[B:18]([OH:23])[OH:19])=[O:7])([CH3:4])([CH3:3])[CH3:2]. The catalyst class is: 1. (3) Reactant: [Cl:1][C:2]1[N:7]=[CH:6][C:5]([S:8](Cl)(=[O:10])=[O:9])=[CH:4][CH:3]=1.[OH-].[NH4+:13]. Product: [Cl:1][C:2]1[N:7]=[CH:6][C:5]([S:8]([NH2:13])(=[O:10])=[O:9])=[CH:4][CH:3]=1. The catalyst class is: 25. (4) Product: [OH:12][C:8]1([C:5]2[CH:4]=[CH:3][C:2]([NH:1][C:20](=[O:21])[O:22][C:23]3[CH:28]=[CH:27][CH:26]=[CH:25][CH:24]=3)=[CH:7][CH:6]=2)[CH2:9][O:10][CH2:11]1. Reactant: [NH2:1][C:2]1[CH:7]=[CH:6][C:5]([C:8]2([OH:12])[CH2:11][O:10][CH2:9]2)=[CH:4][CH:3]=1.N1C=CC=CC=1.Cl[C:20]([O:22][C:23]1[CH:28]=[CH:27][CH:26]=[CH:25][CH:24]=1)=[O:21]. The catalyst class is: 21. (5) Reactant: Br[C:2]1[CH:3]=[C:4]2[C:9](=[CH:10][CH:11]=1)[O:8][CH2:7][CH2:6][C:5]2=[O:12].[F:13][C:14]1[CH:15]=[C:16](B(O)O)[CH:17]=[CH:18][CH:19]=1.C(=O)([O-])[O-].[Na+].[Na+]. Product: [F:13][C:14]1[CH:19]=[C:18]([C:11]2[CH:10]=[C:9]3[C:4]([C:5](=[O:12])[CH2:6][CH2:7][O:8]3)=[CH:3][CH:2]=2)[CH:17]=[CH:16][CH:15]=1. The catalyst class is: 70. (6) Reactant: [CH2:1]([C:4]1[C:5]([O:15][CH2:16][C:17]2[CH:26]=[CH:25][C:24]3[C:19](=[CH:20][CH:21]=[CH:22][CH:23]=3)[N:18]=2)=[N:6][N:7]([CH2:9][C:10](OCC)=[O:11])[CH:8]=1)[CH2:2][CH3:3].[H-].C([Al+]CC(C)C)C(C)C.C(O)C.[Cl-].[NH4+]. Product: [CH2:1]([C:4]1[C:5]([O:15][CH2:16][C:17]2[CH:26]=[CH:25][C:24]3[C:19](=[CH:20][CH:21]=[CH:22][CH:23]=3)[N:18]=2)=[N:6][N:7]([CH2:9][CH2:10][OH:11])[CH:8]=1)[CH2:2][CH3:3]. The catalyst class is: 207. (7) Reactant: [C:1]1([C:7]2[N:8]=[C:9]([CH2:12][N:13]([CH2:34][CH2:35][CH3:36])[C:14]3[CH:33]=[CH:32][C:17]([CH2:18][O:19][C:20]4[CH:25]=[CH:24][C:23]([CH2:26][CH2:27][C:28]([O:30]C)=[O:29])=[CH:22][CH:21]=4)=[CH:16][CH:15]=3)[S:10][CH:11]=2)[CH:6]=[CH:5][CH:4]=[CH:3][CH:2]=1.C(O)C.[OH-].[Na+].Cl. Product: [C:1]1([C:7]2[N:8]=[C:9]([CH2:12][N:13]([CH2:34][CH2:35][CH3:36])[C:14]3[CH:33]=[CH:32][C:17]([CH2:18][O:19][C:20]4[CH:21]=[CH:22][C:23]([CH2:26][CH2:27][C:28]([OH:30])=[O:29])=[CH:24][CH:25]=4)=[CH:16][CH:15]=3)[S:10][CH:11]=2)[CH:6]=[CH:5][CH:4]=[CH:3][CH:2]=1. The catalyst class is: 132.